The task is: Predict the reactants needed to synthesize the given product.. This data is from Full USPTO retrosynthesis dataset with 1.9M reactions from patents (1976-2016). (1) Given the product [CH:68]1([S:71]([N:74]2[CH:78]=[C:77]([C:79]3[N:84]=[C:83]([NH:85][C:2]4[N:7]=[CH:6][C:5]5[C:8]([CH:14]6[CH2:18][NH:17][C:16](=[O:19])[CH2:15]6)=[CH:9][N:10]([CH:11]([CH3:13])[CH3:12])[C:4]=5[CH:3]=4)[CH:82]=[CH:81][N:80]=3)[CH:76]=[N:75]2)(=[O:72])=[O:73])[CH2:70][CH2:69]1, predict the reactants needed to synthesize it. The reactants are: Br[C:2]1[N:7]=[CH:6][C:5]2[C:8]([CH:14]3[CH2:18][NH:17][C:16](=[O:19])[CH2:15]3)=[CH:9][N:10]([CH:11]([CH3:13])[CH3:12])[C:4]=2[CH:3]=1.C1(P(C2C=CC=CC=2)C2C3OC4C(=CC=CC=4P(C4C=CC=CC=4)C4C=CC=CC=4)C(C)(C)C=3C=CC=2)C=CC=CC=1.C(=O)([O-])[O-].[Cs+].[Cs+].[CH:68]1([S:71]([N:74]2[CH:78]=[C:77]([C:79]3[N:84]=[C:83]([NH2:85])[CH:82]=[CH:81][N:80]=3)[CH:76]=[N:75]2)(=[O:73])=[O:72])[CH2:70][CH2:69]1. (2) Given the product [CH3:1][O:2][CH2:3][C:4]1[C:5]([S:17][CH2:19][C:20]2[S:24][C:23]([C:25]3[CH:26]=[CH:27][C:28]([C:31]([F:34])([F:32])[F:33])=[CH:29][CH:30]=3)=[N:22][C:21]=2[CH3:35])=[CH:6][C:7]([CH3:16])=[C:8]([CH:15]=1)[O:9][CH2:10][C:11]([O:13][CH3:14])=[O:12], predict the reactants needed to synthesize it. The reactants are: [CH3:1][O:2][CH2:3][C:4]1[C:5]([SH:17])=[CH:6][C:7]([CH3:16])=[C:8]([CH:15]=1)[O:9][CH2:10][C:11]([O:13][CH3:14])=[O:12].Cl[CH2:19][C:20]1[S:24][C:23]([C:25]2[CH:30]=[CH:29][C:28]([C:31]([F:34])([F:33])[F:32])=[CH:27][CH:26]=2)=[N:22][C:21]=1[CH3:35].C(=O)([O-])[O-].[Cs+].[Cs+]. (3) Given the product [CH2:1]([O:3][C:4](=[O:17])[C:5]([O:8][C:9]1[CH:10]=[CH:11][C:12]([CH2:15][NH:16][C:27]([C:26]2[C:21]([CH2:20][O:19][CH3:18])=[N:22][C:23]([C:30]3[CH:31]=[CH:32][C:33]([C:36]([F:39])([F:38])[F:37])=[CH:34][CH:35]=3)=[N:24][CH:25]=2)=[O:28])=[CH:13][CH:14]=1)([CH3:7])[CH3:6])[CH3:2], predict the reactants needed to synthesize it. The reactants are: [CH2:1]([O:3][C:4](=[O:17])[C:5]([O:8][C:9]1[CH:14]=[CH:13][C:12]([CH2:15][NH2:16])=[CH:11][CH:10]=1)([CH3:7])[CH3:6])[CH3:2].[CH3:18][O:19][CH2:20][C:21]1[C:26]([C:27](O)=[O:28])=[CH:25][N:24]=[C:23]([C:30]2[CH:35]=[CH:34][C:33]([C:36]([F:39])([F:38])[F:37])=[CH:32][CH:31]=2)[N:22]=1.COC(=O)CC(=O)COC. (4) Given the product [CH3:1][C:2]1[CH:3]=[C:4]([S:9][N:11]2[C:15](=[O:16])[CH2:14][CH2:13][C:12]2=[O:17])[CH:5]=[C:6]([CH3:8])[CH:7]=1, predict the reactants needed to synthesize it. The reactants are: [CH3:1][C:2]1[CH:3]=[C:4]([SH:9])[CH:5]=[C:6]([CH3:8])[CH:7]=1.Cl[N:11]1[C:15](=[O:16])[CH2:14][CH2:13][C:12]1=[O:17].C(N(CC)CC)C.Cl. (5) Given the product [F:24][C:21]1[CH:22]=[CH:23][C:18]([C:7]2[C:12](=[O:13])[CH:11]=[CH:10][O:9][C:8]=2[CH3:14])=[CH:19][CH:20]=1, predict the reactants needed to synthesize it. The reactants are: FC(F)(F)S(O[C:7]1[C:12](=[O:13])[CH:11]=[CH:10][O:9][C:8]=1[CH3:14])(=O)=O.[B-](F)(F)(F)[C:18]1[CH:23]=[CH:22][C:21]([F:24])=[CH:20][CH:19]=1.[K+].C(=O)([O-])[O-].[Cs+].[Cs+].C1(P(C2CCCCC2)C2CCCCC2)CCCCC1. (6) Given the product [CH3:11][O:12][CH2:13][CH2:14][O:15][C:16]1[CH:17]=[CH:18][CH:19]=[C:20]2[C:25]=1[CH:24]=[C:23]([CH2:26][OH:27])[CH:22]=[CH:21]2, predict the reactants needed to synthesize it. The reactants are: [H-].C([Al+]CC(C)C)C(C)C.[CH3:11][O:12][CH2:13][CH2:14][O:15][C:16]1[CH:17]=[CH:18][CH:19]=[C:20]2[C:25]=1[CH:24]=[C:23]([C:26](OC)=[O:27])[CH:22]=[CH:21]2.C(OCC)(=O)C.C(C(C(C([O-])=O)O)O)([O-])=O.[K+].[Na+].